Dataset: Experimentally validated miRNA-target interactions with 360,000+ pairs, plus equal number of negative samples. Task: Binary Classification. Given a miRNA mature sequence and a target amino acid sequence, predict their likelihood of interaction. (1) The protein sequence of the target gene is MYQSLAMAANHGPPPGAYEAGGPGAFMHSAGAASSPVYVPTPRVPSSVLGLSYLQGGGSAAAAGTTSGGSSGAGPSGAGPGTQQGSPGWSQAGAEGAAYTPPPVSPRFSFPGTTGSLAAAAAAAAAREAAAYGSGGGAAGAGLAGREQYGRPGFAGSYSSPYPAYMADVGASWAAAAAASAGPFDSPVLHSLPGRANPGRHPNLDMFDDFSEGRECVNCGAMSTPLWRRDGTGHYLCNACGLYHKMNGINRPLIKPQRRLSASRRVGLSCANCQTTTTTLWRRNAEGEPVCNACGLYMKL.... The miRNA is hsa-miR-5090 with sequence CCGGGGCAGAUUGGUGUAGGGUG. Result: 0 (no interaction). (2) The miRNA is hsa-miR-5186 with sequence AGAGAUUGGUAGAAAUCAGGU. The protein sequence of the target gene is MGHFEKGQHALLNEGEENEMEIFGYRTQGCRKSLCLAGSIFSFGILPLVFYWRPAWHVWAHCVPCSLQEADTVLLRTTDEFQIYSWKKVIWIYLSALNSAFGLTPDHPLMTDEEYIINRAIRKPDLKVRCIKVQKIRYVWNYLEGQFQKIGSLEDWLSSAKIHQKFGSGLTREEQEIRRLICGPNTIDVEVTPIWKLLIKEVLNPFYIFQLFSVCLWFSEDYKEYAFAIIIMSIISISLTVYDLREQSVKLHHLVESHNSITVSVCGRKAGVQELESRVLVPGDLLILTGNKVLMPCDAV.... Result: 1 (interaction). (3) The miRNA is hsa-miR-6757-3p with sequence AACACUGGCCUUGCUAUCCCCA. The protein sequence of the target gene is MSAAQVSSSRRQSCYLCDLPRMPWAMIWDFSEPVCRGCVNYEGADRIEFVIETARQLKRAHGCFQDGRSPGPPPPVGVKTVALSAKEAAAAAAAAAAAAAAAQQQQQQQQQQQQQQQQQQQQQQQQQLNHVDGSSKPAVLAAPSGLERYGLSAAAAAAAAAAAAVEQRSRFEYPPPPVSLGSSSHTARLPNGLGGPNGFPKPTPEEGPPELNRQSPNSSSAAASVASRRGTHGGLVTGLPNPGGGGGPQLTVPPNLLPQTLLNGPASAAVLPPPPPHALGSRGPPTPAPPGAPGGPACLG.... Result: 1 (interaction). (4) The miRNA is hsa-miR-1288-5p with sequence GCAGAUCAGGACUGUAACUCACC. The protein sequence of the target gene is MGKLSPCTGRSRPGGPGPQLPLLLLLLQLLLLLLSPARASGATQPPHVVFVLADDLGWNDLGFHGSVIRTPHLDALAAGGVVLDNYYVQPLCTPSRSQLLTGRYQIHLGLQHYLIMTCQPSCVPLDEKLLPQLLKEAGYATHMVGKWHLGMYRKECLPTRRGFDTYFGYLLGSEDYYTHEACAPIESLNGTRCALDLRDGEEPAKEYNNIYSTNIFTKRATTVIANHPPEKPLFLYLAFQSVHDPLQVPEEYMEPYGFIQDKHRRIYAGMVSLMDEAVGNVTKALKSHGLWNNTVFIFST.... Result: 0 (no interaction). (5) The miRNA is rno-miR-103-3p with sequence AGCAGCAUUGUACAGGGCUAUGA. The protein sequence of the target gene is MAAPVPWACCAVLAAAAAVVYAQRHSPQEAPHVQYERLGSDVTLPCGTANWDAAVTWRVNGTDLAPDLLNGSQLVLHGLELGHSGLYACFHRDSWHLRHQVLLHVGLPPREPVLSCRSNTYPKGFYCSWHLPTPTYIPNTFNVTVLHGSKIMVCEKDPALKNRCHIRYMHLFSTIKYKVSISVSNALGHNATAITFDEFTIVKPDPPENVVARPVPSNPRRLEVTWQTPSTWPDPESFPLKFFLRYRPLILDQWQHVELSDGTAHTITDAYAGKEYIIQVAAKDNEIGTWSDWSVAAHAT.... Result: 0 (no interaction). (6) The miRNA is hsa-miR-3917 with sequence GCUCGGACUGAGCAGGUGGG. The protein sequence of the target gene is MSKSLKKKSHWTSKVHESVIGRNPEGQLGFELKGGAENGQFPYLGEVKPGKVAYESGSKLVSEELLLEVNETPVAGLTIRDVLAVIKHCKDPLRLKCVKQGGIVDKDLRHYLNLRFQKGSVDHELQQIIRDNLYLRTVPCTTRPHKEGEVPGVDYIFITVEEFMELEKSGALLESGTYEDNYYGTPKPPAEPAPLLNVTDQILPGATPSAEGKRKRNKSVTNMEKASIEPPEEEEEERPVVNGNGVVITPESSEHEDKSAGASGETPSQPYPAPVYSQPEELKDQMDDTKPTKPEENEDS.... Result: 0 (no interaction).